Dataset: NCI-60 drug combinations with 297,098 pairs across 59 cell lines. Task: Regression. Given two drug SMILES strings and cell line genomic features, predict the synergy score measuring deviation from expected non-interaction effect. (1) Drug 1: C1=NC2=C(N=C(N=C2N1C3C(C(C(O3)CO)O)F)Cl)N. Drug 2: C1CN(CCN1C(=O)CCBr)C(=O)CCBr. Cell line: SK-MEL-28. Synergy scores: CSS=17.0, Synergy_ZIP=0.623, Synergy_Bliss=1.25, Synergy_Loewe=1.55, Synergy_HSA=1.21. (2) Drug 1: CC1=C2C(C(=O)C3(C(CC4C(C3C(C(C2(C)C)(CC1OC(=O)C(C(C5=CC=CC=C5)NC(=O)OC(C)(C)C)O)O)OC(=O)C6=CC=CC=C6)(CO4)OC(=O)C)O)C)O. Cell line: T-47D. Synergy scores: CSS=9.04, Synergy_ZIP=-4.94, Synergy_Bliss=-0.280, Synergy_Loewe=-0.574, Synergy_HSA=-0.650. Drug 2: C1CN1C2=NC(=NC(=N2)N3CC3)N4CC4. (3) Drug 1: C1CN1C2=NC(=NC(=N2)N3CC3)N4CC4. Drug 2: C1C(C(OC1N2C=NC(=NC2=O)N)CO)O. Cell line: HCC-2998. Synergy scores: CSS=21.8, Synergy_ZIP=-4.50, Synergy_Bliss=-4.60, Synergy_Loewe=2.26, Synergy_HSA=3.02. (4) Drug 1: C1=CC=C(C(=C1)C(C2=CC=C(C=C2)Cl)C(Cl)Cl)Cl. Drug 2: CN(CCCl)CCCl.Cl. Cell line: BT-549. Synergy scores: CSS=19.1, Synergy_ZIP=-7.46, Synergy_Bliss=-3.12, Synergy_Loewe=-9.47, Synergy_HSA=0.0632. (5) Drug 1: CC(CN1CC(=O)NC(=O)C1)N2CC(=O)NC(=O)C2. Drug 2: CC1=C(C(CCC1)(C)C)C=CC(=CC=CC(=CC(=O)O)C)C. Cell line: SNB-19. Synergy scores: CSS=3.87, Synergy_ZIP=-2.14, Synergy_Bliss=-2.10, Synergy_Loewe=-6.16, Synergy_HSA=-6.30. (6) Drug 1: CN(CC1=CN=C2C(=N1)C(=NC(=N2)N)N)C3=CC=C(C=C3)C(=O)NC(CCC(=O)O)C(=O)O. Drug 2: CC1CCC2CC(C(=CC=CC=CC(CC(C(=O)C(C(C(=CC(C(=O)CC(OC(=O)C3CCCCN3C(=O)C(=O)C1(O2)O)C(C)CC4CCC(C(C4)OC)OP(=O)(C)C)C)C)O)OC)C)C)C)OC. Cell line: SW-620. Synergy scores: CSS=60.2, Synergy_ZIP=-2.64, Synergy_Bliss=-5.18, Synergy_Loewe=-5.19, Synergy_HSA=-1.63. (7) Drug 1: CCC1=C2CN3C(=CC4=C(C3=O)COC(=O)C4(CC)O)C2=NC5=C1C=C(C=C5)O. Drug 2: C1CCC(C(C1)N)N.C(=O)(C(=O)[O-])[O-].[Pt+4]. Cell line: MDA-MB-231. Synergy scores: CSS=26.6, Synergy_ZIP=-9.76, Synergy_Bliss=-3.48, Synergy_Loewe=1.43, Synergy_HSA=2.51. (8) Drug 1: CC1C(C(=O)NC(C(=O)N2CCCC2C(=O)N(CC(=O)N(C(C(=O)O1)C(C)C)C)C)C(C)C)NC(=O)C3=C4C(=C(C=C3)C)OC5=C(C(=O)C(=C(C5=N4)C(=O)NC6C(OC(=O)C(N(C(=O)CN(C(=O)C7CCCN7C(=O)C(NC6=O)C(C)C)C)C)C(C)C)C)N)C. Cell line: UACC-257. Synergy scores: CSS=3.32, Synergy_ZIP=3.49, Synergy_Bliss=4.71, Synergy_Loewe=4.53, Synergy_HSA=2.24. Drug 2: CNC(=O)C1=NC=CC(=C1)OC2=CC=C(C=C2)NC(=O)NC3=CC(=C(C=C3)Cl)C(F)(F)F. (9) Drug 1: CC(C1=C(C=CC(=C1Cl)F)Cl)OC2=C(N=CC(=C2)C3=CN(N=C3)C4CCNCC4)N. Drug 2: CCC1=C2CN3C(=CC4=C(C3=O)COC(=O)C4(CC)O)C2=NC5=C1C=C(C=C5)O. Cell line: MOLT-4. Synergy scores: CSS=76.0, Synergy_ZIP=-0.295, Synergy_Bliss=-1.14, Synergy_Loewe=-5.00, Synergy_HSA=-0.663.